From a dataset of Forward reaction prediction with 1.9M reactions from USPTO patents (1976-2016). Predict the product of the given reaction. Given the reactants [CH2:1]([S:3](Cl)(=[O:5])=[O:4])[CH3:2].ClCCl.C(N(C(C)C)CC)(C)C.[CH2:19]1[CH:23]2[CH2:24][NH:25][CH2:26][CH:22]2[CH2:21][N:20]1[C:27]1[CH:28]=[CH:29][C:30]2[N:31]([C:33]([C:36]([F:39])([F:38])[F:37])=[N:34][N:35]=2)[N:32]=1, predict the reaction product. The product is: [CH2:1]([S:3]([N:25]1[CH2:24][CH:23]2[CH2:19][N:20]([C:27]3[CH:28]=[CH:29][C:30]4=[N:35][N:34]=[C:33]([C:36]([F:39])([F:37])[F:38])[N:31]4[N:32]=3)[CH2:21][CH:22]2[CH2:26]1)(=[O:5])=[O:4])[CH3:2].